From a dataset of Reaction yield outcomes from USPTO patents with 853,638 reactions. Predict the reaction yield, written as a fraction of the theoretical maximum amount of product (1.0 means a 100% yield; for example, 0.34 means a 34% yield). (1) The reactants are Cl[C:2]1[C:11]([N+:12]([O-:14])=[O:13])=[CH:10][CH:9]=[CH:8][C:3]=1[C:4]([O:6][CH3:7])=[O:5].C(N(CC)CC)C.[CH3:22][O:23][CH:24]([O:27][CH3:28])[CH2:25][NH2:26]. The catalyst is C1COCC1. The product is [CH3:22][O:23][CH:24]([O:27][CH3:28])[CH2:25][NH:26][C:2]1[C:11]([N+:12]([O-:14])=[O:13])=[CH:10][CH:9]=[CH:8][C:3]=1[C:4]([O:6][CH3:7])=[O:5]. The yield is 0.980. (2) The reactants are [Br:1][C:2]1[C:10]2[C:5](=[CH:6][CH:7]=[C:8]([C:11]#[N:12])[CH:9]=2)[NH:4][N:3]=1.[C:13](=O)([O-])[O-].[K+].[K+].CI. The catalyst is CN(C)C=O. The product is [Br:1][C:2]1[C:10]2[C:5](=[CH:6][CH:7]=[C:8]([C:11]#[N:12])[CH:9]=2)[N:4]([CH3:13])[N:3]=1. The yield is 0.230.